Dataset: Full USPTO retrosynthesis dataset with 1.9M reactions from patents (1976-2016). Task: Predict the reactants needed to synthesize the given product. Given the product [CH3:11][N:9]1[C:10]2[C:6](=[CH:5][CH:4]=[CH:3][C:2]=2/[CH:17]=[CH:16]/[C:15]([O:19][CH2:20][CH3:21])=[O:18])[C:7]([CH3:14])([CH3:13])[C:8]1=[O:12], predict the reactants needed to synthesize it. The reactants are: Br[C:2]1[CH:3]=[CH:4][CH:5]=[C:6]2[C:10]=1[N:9]([CH3:11])[C:8](=[O:12])[C:7]2([CH3:14])[CH3:13].[C:15]([O:19][CH2:20][CH3:21])(=[O:18])[CH:16]=[CH2:17].C(N(CC)CC)C.